From a dataset of Reaction yield outcomes from USPTO patents with 853,638 reactions. Predict the reaction yield, written as a fraction of the theoretical maximum amount of product (1.0 means a 100% yield; for example, 0.34 means a 34% yield). (1) The product is [CH3:12][O:13][C:14]([C@:10]1([CH2:9][O:8][CH2:1][C:2]2[CH:3]=[CH:4][CH:5]=[CH:6][CH:7]=2)[CH2:22][CH2:21][CH2:20][NH:11]1)=[O:15]. The catalyst is CO. The yield is 0.870. The reactants are [CH2:1]([O:8][CH2:9][C@@:10]12[CH2:22][CH2:21][CH2:20][N:11]1[C@@H:12](C(Cl)(Cl)Cl)[O:13][C:14]2=[O:15])[C:2]1[CH:7]=[CH:6][CH:5]=[CH:4][CH:3]=1.C[O-].[Na+].C(Cl)(=O)C. (2) The reactants are C[O:2][C:3]1[CH:4]=[C:5]2[CH:11]=[CH:10][NH:9][C:6]2=[N:7][CH:8]=1.B(Br)(Br)Br. The product is [NH:9]1[C:6]2=[N:7][CH:8]=[C:3]([OH:2])[CH:4]=[C:5]2[CH:11]=[CH:10]1. The catalyst is O1CCCC1.C(OCC)(=O)C.O. The yield is 0.400. (3) The reactants are [CH:1]1([OH:7])[CH2:6][CH2:5][CH2:4][CH2:3][CH2:2]1.[H-].[Na+].[Cl:10][C:11]1[N:16]=[C:15]([C:17]([O:19][CH:20]2[CH2:25][CH2:24][CH2:23][CH2:22][CH2:21]2)=[O:18])[CH:14]=[C:13](Cl)[N:12]=1. The catalyst is C1COCC1. The product is [Cl:10][C:11]1[N:16]=[C:15]([C:17]([O:19][CH:20]2[CH2:25][CH2:24][CH2:23][CH2:22][CH2:21]2)=[O:18])[CH:14]=[C:13]([O:7][CH:1]2[CH2:6][CH2:5][CH2:4][CH2:3][CH2:2]2)[N:12]=1. The yield is 0.990. (4) The reactants are [CH3:1][C@H:2]1[CH2:7][NH:6][C@H:5]([CH3:8])[CH2:4][N:3]1[C:9]([O:11][CH2:12][CH3:13])=[O:10].[CH2:14](Br)[CH:15]=[CH2:16].C(=O)([O-])[O-].[Na+].[Na+]. The catalyst is C(#N)C. The product is [CH2:16]([N:6]1[C@H:5]([CH3:8])[CH2:4][N:3]([C:9]([O:11][CH2:12][CH3:13])=[O:10])[C@@H:2]([CH3:1])[CH2:7]1)[CH:15]=[CH2:14]. The yield is 0.810. (5) The yield is 0.240. The catalyst is O1CCOCC1. The product is [CH2:37]([N:8]([CH2:1][C:2]1[CH:3]=[CH:4][CH:5]=[CH:6][CH:7]=1)[C@H:9]1[CH2:14][CH2:13][C@@H:12]([C:15]2[N:19]3[C:20]4[CH:26]=[CH:25][NH:24][C:21]=4[N:22]=[CH:23][C:18]3=[N:17][CH:16]=2)[CH2:11][CH2:10]1)[C:38]1[CH:43]=[CH:42][CH:41]=[CH:40][CH:39]=1. The reactants are [CH2:1]([N:8]([CH2:37][C:38]1[CH:43]=[CH:42][CH:41]=[CH:40][CH:39]=1)[CH:9]1[CH2:14][CH2:13][CH:12]([C:15]2[N:19]3[C:20]4[CH:26]=[CH:25][N:24](S(C5C=CC(C)=CC=5)(=O)=O)[C:21]=4[N:22]=[CH:23][C:18]3=[N:17][CH:16]=2)[CH2:11][CH2:10]1)[C:2]1[CH:7]=[CH:6][CH:5]=[CH:4][CH:3]=1.[OH-].[Na+].